This data is from Forward reaction prediction with 1.9M reactions from USPTO patents (1976-2016). The task is: Predict the product of the given reaction. (1) Given the reactants Br[C:2]1[CH:7]=[CH:6][C:5]([C:8]2[N:13]=[C:12]3[N:14]([CH2:27][O:28][CH2:29][CH2:30][Si:31]([CH3:34])([CH3:33])[CH3:32])[C:15]([O:17][C@H:18]4[C@H:22]5[O:23][CH2:24][C@@H:25]([OH:26])[C@H:21]5[O:20][CH2:19]4)=[N:16][C:11]3=[CH:10][C:9]=2[Cl:35])=[CH:4][CH:3]=1.[CH3:36][S:37]([C:40]1[CH:45]=[CH:44][N:43]=[CH:42][CH:41]=1)(=[NH:39])=[O:38], predict the reaction product. The product is: [Cl:35][C:9]1[CH:10]=[C:11]2[N:16]=[C:15]([O:17][C@@H:18]3[CH2:19][O:20][C@@H:21]4[C@H:25]([OH:26])[CH2:24][O:23][C@H:22]34)[N:14]([CH2:27][O:28][CH2:29][CH2:30][Si:31]([CH3:34])([CH3:33])[CH3:32])[C:12]2=[N:13][C:8]=1[C:5]1[CH:6]=[CH:7][C:2]([N:39]=[S:37]([CH3:36])([C:40]2[CH:45]=[CH:44][N:43]=[CH:42][CH:41]=2)=[O:38])=[CH:3][CH:4]=1. (2) Given the reactants [Cl:1][C:2]1[N:3]=[CH:4][C:5]2[C:10]([CH:11]=1)=[CH:9][C:8]([C:12]1[CH:13]=[N:14][NH:15][CH:16]=1)=[CH:7][CH:6]=2.[CH:17]12[O:23][CH:22]1[CH2:21][CH2:20][CH2:19][CH2:18]2, predict the reaction product. The product is: [Cl:1][C:2]1[N:3]=[CH:4][C:5]2[C:10]([CH:11]=1)=[CH:9][C:8]([C:12]1[CH:16]=[N:15][N:14]([CH:21]3[CH2:20][CH2:19][CH2:18][CH2:17][CH:22]3[OH:23])[CH:13]=1)=[CH:7][CH:6]=2. (3) Given the reactants C([O:4][C@H:5]1[C@H:10]([O:11][C:12](=[O:19])[C:13]2[CH:18]=[CH:17][CH:16]=[CH:15][CH:14]=2)[C@@H:9]([CH2:20][O:21][C:22](=[O:29])[C:23]2[CH:28]=[CH:27][CH:26]=[CH:25][CH:24]=2)[O:8][C@H:7]([O:30][C@H:31]2[C@H:44]([O:45][C:46](=[O:53])[C:47]3[CH:52]=[CH:51][CH:50]=[CH:49][CH:48]=3)[C@@H:43]([CH2:54][O:55][C:56](=[O:63])[C:57]3[CH:62]=[CH:61][CH:60]=[CH:59][CH:58]=3)[O:42][C@H:33]([O:34][CH2:35][C:36]3[CH:41]=[CH:40][CH:39]=[CH:38][CH:37]=3)[C@H:32]2[O:64][C:65](=[O:72])[C:66]2[CH:71]=[CH:70][CH:69]=[CH:68][CH:67]=2)[C@H:6]1[O:73][C:74](=[O:81])[C:75]1[CH:80]=[CH:79][CH:78]=[CH:77][CH:76]=1)C=C, predict the reaction product. The product is: [C:74]([O:73][C@H:6]1[C@@H:5]([OH:4])[C@H:10]([O:11][C:12](=[O:19])[C:13]2[CH:18]=[CH:17][CH:16]=[CH:15][CH:14]=2)[C@@H:9]([CH2:20][O:21][C:22](=[O:29])[C:23]2[CH:24]=[CH:25][CH:26]=[CH:27][CH:28]=2)[O:8][C@@H:7]1[O:30][C@H:31]1[C@H:44]([O:45][C:46](=[O:53])[C:47]2[CH:48]=[CH:49][CH:50]=[CH:51][CH:52]=2)[C@@H:43]([CH2:54][O:55][C:56](=[O:63])[C:57]2[CH:58]=[CH:59][CH:60]=[CH:61][CH:62]=2)[O:42][C@H:33]([O:34][CH2:35][C:36]2[CH:41]=[CH:40][CH:39]=[CH:38][CH:37]=2)[C@H:32]1[O:64][C:65](=[O:72])[C:66]1[CH:67]=[CH:68][CH:69]=[CH:70][CH:71]=1)(=[O:81])[C:75]1[CH:80]=[CH:79][CH:78]=[CH:77][CH:76]=1. (4) The product is: [CH:2]1([NH:8][C:9]2[C:14]([CH3:15])=[C:13]([CH3:16])[N:12]=[C:11]([NH:17][CH2:18][C:19]3[CH:24]=[C:23]([O:26][CH3:25])[CH:22]=[CH:21][N:20]=3)[N:10]=2)[CH2:3][CH2:4][CH2:5][CH2:6][CH2:7]1. Given the reactants Cl.[CH:2]1([NH:8][C:9]2[C:14]([CH3:15])=[C:13]([CH3:16])[N:12]=[C:11]([NH:17][CH2:18][C:19]3[CH:24]=[CH:23][CH:22]=[CH:21][N:20]=3)[N:10]=2)[CH2:7][CH2:6][CH2:5][CH2:4][CH2:3]1.[CH3:25][O:26]C1C=CN=C(CN)C=1, predict the reaction product. (5) Given the reactants [H-].[Na+].[CH3:3][C:4]1[CH:9]=[CH:8][C:7]([NH:10][C:11](=[O:17])[O:12][C:13]([CH3:16])([CH3:15])[CH3:14])=[CH:6][C:5]=1[N+:18]([O-:20])=[O:19].[CH3:21]I, predict the reaction product. The product is: [CH3:21][N:10]([C:7]1[CH:8]=[CH:9][C:4]([CH3:3])=[C:5]([N+:18]([O-:20])=[O:19])[CH:6]=1)[C:11](=[O:17])[O:12][C:13]([CH3:16])([CH3:14])[CH3:15]. (6) The product is: [CH3:13][C:12]([CH3:15])([CH3:14])[CH2:11][NH:10][C:3]1[C:2]([C:16]#[CH:17])=[CH:7][N:6]=[C:5]([C:8]#[N:9])[N:4]=1. Given the reactants Br[C:2]1[C:3]([NH:10][CH2:11][C:12]([CH3:15])([CH3:14])[CH3:13])=[N:4][C:5]([C:8]#[N:9])=[N:6][CH:7]=1.[C:16]([Si](C)(C)C)#[CH:17].C(N(CC)CC)C.[F-].[Cs+], predict the reaction product. (7) Given the reactants [CH3:1][N:2]([CH:10]([C:12]1[CH:13]=[N:14][C:15]([O:18][CH2:19][C:20]([F:23])([F:22])[F:21])=[CH:16][CH:17]=1)[CH3:11])C(=O)OC(C)(C)C.C(OC(=O)C)C.[ClH:30], predict the reaction product. The product is: [ClH:30].[CH3:1][NH:2][CH:10]([C:12]1[CH:13]=[N:14][C:15]([O:18][CH2:19][C:20]([F:22])([F:23])[F:21])=[CH:16][CH:17]=1)[CH3:11].